This data is from Full USPTO retrosynthesis dataset with 1.9M reactions from patents (1976-2016). The task is: Predict the reactants needed to synthesize the given product. (1) Given the product [Cl:1][C:2]1[CH:7]=[CH:6][C:5]([C:8]([F:11])([F:10])[F:9])=[CH:4][C:3]=1/[CH:12]=[CH:13]\[C:14]([CH2:18][F:19])([OH:17])[CH2:15][F:16], predict the reactants needed to synthesize it. The reactants are: [Cl:1][C:2]1[CH:7]=[CH:6][C:5]([C:8]([F:11])([F:10])[F:9])=[CH:4][C:3]=1[C:12]#[C:13][C:14]([CH2:18][F:19])([OH:17])[CH2:15][F:16].N1C=CC=CC=1. (2) Given the product [C:9]([C:6]1[CH:7]=[C:8]([CH:3]=[CH:4][C:5]=1[O:22][CH:23]([CH3:24])[CH3:34])[C:26]([O:28][CH3:29])=[O:27])#[N:10], predict the reactants needed to synthesize it. The reactants are: [Na].Br[C:3]1[CH:8]=[CH:7][C:6]([C:9]2[N:10]=C(C(O)=O)N(C)C=2)=[CH:5][CH:4]=1.CN1[CH2:24][CH2:23][O:22]CC1.Cl[C:26]([O:28][CH2:29]C(C)C)=[O:27].Cl.[CH3:34]NOC. (3) Given the product [CH2:1]([CH:3]([CH2:15][CH2:16][CH2:17][CH3:18])[C:4]([C:6]1[S:10][C:9]2=[CH:11][S:12][CH:13]=[C:8]2[C:7]=1[F:14])=[O:5])[CH3:2], predict the reactants needed to synthesize it. The reactants are: [CH2:1]([CH:3]([CH2:15][CH2:16][CH2:17][CH3:18])[C:4]([C:6]1[S:10][C:9]2[CH2:11][S:12][CH2:13][C:8]=2[C:7]=1[F:14])=[O:5])[CH3:2].ClC1C=C(C=CC=1)C(OO)=O.